From a dataset of Reaction yield outcomes from USPTO patents with 853,638 reactions. Predict the reaction yield, written as a fraction of the theoretical maximum amount of product (1.0 means a 100% yield; for example, 0.34 means a 34% yield). The reactants are FC(F)(F)C(O)=O.[NH:8]1[CH2:13][CH2:12][CH:11]([N:14]2[CH2:18][CH2:17][CH:16]([S:19]([C:22]3[CH:27]=[CH:26][C:25]([OH:28])=[CH:24][CH:23]=3)(=[O:21])=[O:20])[CH2:15]2)[CH2:10][CH2:9]1.CCN(CC)CC.[C:36]1(B(O)O)[CH:41]=[CH:40][CH:39]=[CH:38][CH:37]=1. The catalyst is C(Cl)Cl.C([O-])(=O)C.[Cu+2].C([O-])(=O)C. The product is [C:36]1([N:8]2[CH2:13][CH2:12][CH:11]([N:14]3[CH2:18][CH2:17][CH:16]([S:19]([C:22]4[CH:23]=[CH:24][C:25]([OH:28])=[CH:26][CH:27]=4)(=[O:21])=[O:20])[CH2:15]3)[CH2:10][CH2:9]2)[CH:41]=[CH:40][CH:39]=[CH:38][CH:37]=1. The yield is 0.260.